The task is: Predict the reactants needed to synthesize the given product.. This data is from Full USPTO retrosynthesis dataset with 1.9M reactions from patents (1976-2016). (1) Given the product [NH2:18][C@@H:17]([C@H:6]([C:7]1[CH:12]=[CH:11][C:10]([C:13]([F:16])([F:14])[F:15])=[CH:9][CH:8]=1)[CH2:5][S:2]([CH3:1])(=[O:3])=[O:4])[CH2:21][NH:50][C:36]1[S:37][C:38]([C:39]2[CH:40]=[C:41]3[C:46](=[CH:47][CH:48]=2)[CH:45]=[N:44][C:43]([F:49])=[CH:42]3)=[CH:34][N:35]=1.[CH3:1][S:2]([CH2:5][C@H:6]([C@H:17]1[CH2:21][O:20][S:19](=[O:22])(=[O:23])[N:18]1[C:24]([O:26][C:27]([CH3:30])([CH3:29])[CH3:28])=[O:25])[C:7]1[CH:12]=[CH:11][C:10]([C:13]([F:14])([F:15])[F:16])=[CH:9][CH:8]=1)(=[O:3])=[O:4], predict the reactants needed to synthesize it. The reactants are: [CH3:1][S:2]([CH2:5][C@H:6]([C@H:17]1[CH2:21][O:20][S:19](=[O:23])(=[O:22])[N:18]1[C:24]([O:26][C:27]([CH3:30])([CH3:29])[CH3:28])=[O:25])[C:7]1[CH:12]=[CH:11][C:10]([C:13]([F:16])([F:15])[F:14])=[CH:9][CH:8]=1)(=[O:4])=[O:3].N[C@@H]([C@@H](C1C=CC(C(F)(F)F)=CC=1)CS(C)(=O)=O)C[C:34]1[N:35]=[C:36]([NH2:50])[S:37][C:38]=1[C:39]1[CH:40]=[C:41]2[C:46](=[CH:47][CH:48]=1)[CH:45]=[N:44][C:43]([F:49])=[CH:42]2. (2) Given the product [CH2:10]([C@@H:5]([C:3]([O:2][CH3:1])=[O:4])[CH2:6][C:7]([OH:9])=[O:8])[C:11]1[CH:16]=[CH:15][CH:14]=[CH:13][CH:12]=1, predict the reactants needed to synthesize it. The reactants are: [CH3:1][O:2][C:3](/[C:5](=[CH:10]/[C:11]1[CH:16]=[CH:15][CH:14]=[CH:13][CH:12]=1)/[CH2:6][C:7]([OH:9])=[O:8])=[O:4].C1(NC2CCCCC2)CCCCC1.O.